This data is from Peptide-MHC class II binding affinity with 134,281 pairs from IEDB. The task is: Regression. Given a peptide amino acid sequence and an MHC pseudo amino acid sequence, predict their binding affinity value. This is MHC class II binding data. (1) The peptide sequence is GINITNFRAILTAFS. The MHC is DRB1_0401 with pseudo-sequence DRB1_0401. The binding affinity (normalized) is 0.762. (2) The peptide sequence is KIVSLIKNLLVALKD. The MHC is DRB1_0802 with pseudo-sequence DRB1_0802. The binding affinity (normalized) is 0.698. (3) The peptide sequence is AQQSKLAQRRVFHGV. The MHC is HLA-DQA10501-DQB10303 with pseudo-sequence HLA-DQA10501-DQB10303. The binding affinity (normalized) is 0. (4) The peptide sequence is EDNFFLFGAKADQVA. The MHC is DRB1_0901 with pseudo-sequence DRB1_0901. The binding affinity (normalized) is 0.611.